From a dataset of CYP3A4 inhibition data for predicting drug metabolism from PubChem BioAssay. Regression/Classification. Given a drug SMILES string, predict its absorption, distribution, metabolism, or excretion properties. Task type varies by dataset: regression for continuous measurements (e.g., permeability, clearance, half-life) or binary classification for categorical outcomes (e.g., BBB penetration, CYP inhibition). Dataset: cyp3a4_veith. The molecule is O=C(Cc1ccccc1I)Nc1ccccc1. The result is 0 (non-inhibitor).